From a dataset of Full USPTO retrosynthesis dataset with 1.9M reactions from patents (1976-2016). Predict the reactants needed to synthesize the given product. (1) Given the product [CH3:19][N:20]1[CH:21]([CH3:27])[CH2:22][C:23]2[N:10]([CH2:9][CH2:8][C:5]3[CH:6]=[N:7][C:2]([CH3:1])=[CH:3][CH:4]=3)[C:12]3[CH:17]=[CH:16][C:15]([CH3:18])=[CH:14][C:13]=3[C:24]=2[CH2:25]1, predict the reactants needed to synthesize it. The reactants are: [CH3:1][C:2]1[N:7]=[CH:6][C:5]([CH2:8][CH2:9][N:10]([C:12]2[CH:17]=[CH:16][C:15]([CH3:18])=[CH:14][CH:13]=2)N)=[CH:4][CH:3]=1.[CH3:19][N:20]1[CH2:25][CH2:24][C:23](=O)[CH2:22][CH:21]1[CH3:27].S(=O)(=O)(O)O.C([O-])(O)=O.[Na+]. (2) Given the product [ClH:1].[Cl:1][C:2]1[CH:3]=[C:4]([CH:18]=[CH:19][C:20]=1[Cl:21])[CH2:5][N:6]1[CH2:11][CH2:10][O:9][C@@H:8]([CH2:12][NH:13][C:14](=[O:17])[CH2:15][Cl:16])[CH2:7]1, predict the reactants needed to synthesize it. The reactants are: [Cl:1][C:2]1[CH:3]=[C:4]([CH:18]=[CH:19][C:20]=1[Cl:21])[CH2:5][N:6]1[CH2:11][CH2:10][O:9][C@@H:8]([CH2:12][NH:13][C:14](=[O:17])[CH2:15][Cl:16])[CH2:7]1.C(OCC)(=O)C.Cl.C(O)C. (3) The reactants are: [C:1]([C:4]1[CH:9]=[CH:8][C:7]([N:10]2[C:18]3[CH2:17][C:16]([CH3:20])([CH3:19])[CH2:15][C:14](=[O:21])[C:13]=3[C:12]([C:22]([F:25])([F:24])[F:23])=[N:11]2)=[CH:6][C:5]=1[NH:26][C@H:27]1[CH2:32][CH2:31][C@H:30]([NH:33][C:34](=[O:48])[CH2:35][CH2:36][CH2:37][CH2:38][CH2:39][NH:40]C(=O)OC(C)(C)C)[CH2:29][CH2:28]1)(=[O:3])[NH2:2]. Given the product [NH2:40][CH2:39][CH2:38][CH2:37][CH2:36][CH2:35][C:34]([NH:33][C@H:30]1[CH2:31][CH2:32][C@H:27]([NH:26][C:5]2[CH:6]=[C:7]([N:10]3[C:18]4[CH2:17][C:16]([CH3:20])([CH3:19])[CH2:15][C:14](=[O:21])[C:13]=4[C:12]([C:22]([F:24])([F:25])[F:23])=[N:11]3)[CH:8]=[CH:9][C:4]=2[C:1]([NH2:2])=[O:3])[CH2:28][CH2:29]1)=[O:48], predict the reactants needed to synthesize it. (4) Given the product [Si:1]([O:18][CH:19]1[CH2:20][N:21]([C:23]2[O:24][CH:25]=[C:26]([C:28]#[N:34])[N:27]=2)[CH2:22]1)([C:14]([CH3:16])([CH3:17])[CH3:15])([C:8]1[CH:13]=[CH:12][CH:11]=[CH:10][CH:9]=1)[C:2]1[CH:7]=[CH:6][CH:5]=[CH:4][CH:3]=1, predict the reactants needed to synthesize it. The reactants are: [Si:1]([O:18][CH:19]1[CH2:22][N:21]([C:23]2[O:24][CH:25]=[C:26]([C:28](OCC)=O)[N:27]=2)[CH2:20]1)([C:14]([CH3:17])([CH3:16])[CH3:15])([C:8]1[CH:13]=[CH:12][CH:11]=[CH:10][CH:9]=1)[C:2]1[CH:7]=[CH:6][CH:5]=[CH:4][CH:3]=1.C[NH2:34].C[Al](C)C.C(O)(=O)C.